Dataset: Full USPTO retrosynthesis dataset with 1.9M reactions from patents (1976-2016). Task: Predict the reactants needed to synthesize the given product. The reactants are: [NH2:1][C:2]1[CH:3]=[C:4]([C:8]2[O:9][C:10]3[CH:16]=[C:15]([C:17]([OH:19])=[O:18])[CH:14]=[CH:13][C:11]=3[N:12]=2)[CH:5]=[CH:6][CH:7]=1.[CH:20]1[C:25]([C:26]([OH:28])=[O:27])=[CH:24][C:23]2[C:29]([O:31][C:32](=O)[C:22]=2[CH:21]=1)=[O:30]. Given the product [C:26]([C:25]1[CH:24]=[C:23]2[C:22](=[CH:21][CH:20]=1)[C:32](=[O:31])[N:1]([C:2]1[CH:3]=[C:4]([C:8]3[O:9][C:10]4[CH:16]=[C:15]([C:17]([OH:19])=[O:18])[CH:14]=[CH:13][C:11]=4[N:12]=3)[CH:5]=[CH:6][CH:7]=1)[C:29]2=[O:30])([OH:28])=[O:27], predict the reactants needed to synthesize it.